Task: Regression. Given a peptide amino acid sequence and an MHC pseudo amino acid sequence, predict their binding affinity value. This is MHC class I binding data.. Dataset: Peptide-MHC class I binding affinity with 185,985 pairs from IEDB/IMGT (1) The peptide sequence is KAWLVHRQW. The MHC is HLA-B57:01 with pseudo-sequence HLA-B57:01. The binding affinity (normalized) is 0.810. (2) The peptide sequence is NMRDLIVTF. The MHC is HLA-B15:01 with pseudo-sequence HLA-B15:01. The binding affinity (normalized) is 0.805. (3) The peptide sequence is RLGIFRPLLR. The MHC is HLA-A02:01 with pseudo-sequence HLA-A02:01. The binding affinity (normalized) is 0.184. (4) The peptide sequence is FFGPIGKLI. The MHC is H-2-Kb with pseudo-sequence H-2-Kb. The binding affinity (normalized) is 0. (5) The peptide sequence is VTDLENRLK. The MHC is HLA-A31:01 with pseudo-sequence HLA-A31:01. The binding affinity (normalized) is 0.121.